This data is from Full USPTO retrosynthesis dataset with 1.9M reactions from patents (1976-2016). The task is: Predict the reactants needed to synthesize the given product. (1) Given the product [C:1]1([NH:7][C:8]2[S:9][CH:11]=[CH:12][N:10]=2)[CH:6]=[CH:5][CH:4]=[CH:3][CH:2]=1, predict the reactants needed to synthesize it. The reactants are: [C:1]1([NH:7][C:8]([NH2:10])=[S:9])[CH:6]=[CH:5][CH:4]=[CH:3][CH:2]=1.[C:11](O)(=O)[CH3:12]. (2) Given the product [CH2:1]([N:5]([CH2:6][CH2:7][CH2:8][CH3:9])[C:10](=[O:15])[CH2:11][CH2:12][CH2:13][CH3:14])[CH2:2][CH2:3][CH3:4], predict the reactants needed to synthesize it. The reactants are: [CH2:1]([NH:5][CH2:6][CH2:7][CH2:8][CH3:9])[CH2:2][CH2:3][CH3:4].[C:10](Cl)(=[O:15])[CH2:11][CH2:12][CH2:13][CH3:14].